From a dataset of Reaction yield outcomes from USPTO patents with 853,638 reactions. Predict the reaction yield, written as a fraction of the theoretical maximum amount of product (1.0 means a 100% yield; for example, 0.34 means a 34% yield). (1) The reactants are [CH2:1]([O:3][C:4]([C:6]1[C:10]([CH3:11])=[C:9]([CH3:12])[S:8][C:7]=1[NH:13][C:14](=[O:20])[CH:15]=[CH:16][C:17](O)=[O:18])=[O:5])[CH3:2].ON1C2C=CC=CC=2N=N1.Cl.CN(C)CCCN=C=NCC.[NH2:43][C:44]([NH2:46])=[S:45]. The catalyst is CN(C)C=O.C(OCC)(=O)C. The product is [NH2:46][C:44]1[S:45][CH:16]([CH2:15][C:14]([NH:13][C:7]2[S:8][C:9]([CH3:12])=[C:10]([CH3:11])[C:6]=2[C:4]([O:3][CH2:1][CH3:2])=[O:5])=[O:20])[C:17](=[O:18])[N:43]=1. The yield is 0.510. (2) The reactants are Br[C:2]1[N:10]=[CH:9][C:8]2[NH:7][C:6]3[N:11]=[CH:12][C:13]([C:15]4[CH:20]=[CH:19][C:18]([CH2:21][N:22]5[C@H:27]([CH3:28])[CH2:26][CH2:25][CH2:24][C@@H:23]5[CH3:29])=[CH:17][CH:16]=4)=[CH:14][C:5]=3[C:4]=2[CH:3]=1.[CH3:30][N:31]1[CH:35]=[C:34](B2OC(C)(C)C(C)(C)O2)[CH:33]=[N:32]1. The catalyst is C(=O)([O-])[O-].[Na+].[Na+].C(#N)C.C(OCC)(=O)C. The product is [CH3:29][C@H:23]1[CH2:24][CH2:25][CH2:26][C@@H:27]([CH3:28])[N:22]1[CH2:21][C:18]1[CH:19]=[CH:20][C:15]([C:13]2[CH:12]=[N:11][C:6]3[NH:7][C:8]4[CH:9]=[N:10][C:2]([C:34]5[CH:33]=[N:32][N:31]([CH3:30])[CH:35]=5)=[CH:3][C:4]=4[C:5]=3[CH:14]=2)=[CH:16][CH:17]=1. The yield is 0.310.